Predict the product of the given reaction. From a dataset of Forward reaction prediction with 1.9M reactions from USPTO patents (1976-2016). (1) Given the reactants [CH3:1][O:2][C:3]1[CH:4]=[C:5]([NH:9][C:10](=[O:23])[CH2:11][C:12]([NH:14][C:15]2[CH:20]=[CH:19][CH:18]=[C:17]([O:21][CH3:22])[CH:16]=2)=[O:13])[CH:6]=[CH:7][CH:8]=1.[Cl:24][C:25]1[CH:32]=[CH:31][C:28]([CH:29]=O)=[C:27]([N+:33]([O-:35])=[O:34])[CH:26]=1, predict the reaction product. The product is: [CH3:22][O:21][C:17]1[CH:16]=[C:15]([NH:14][C:12](=[O:13])[C:11](=[CH:29][C:28]2[CH:31]=[CH:32][C:25]([Cl:24])=[CH:26][C:27]=2[N+:33]([O-:35])=[O:34])[C:10]([NH:9][C:5]2[CH:6]=[CH:7][CH:8]=[C:3]([O:2][CH3:1])[CH:4]=2)=[O:23])[CH:20]=[CH:19][CH:18]=1. (2) Given the reactants Cl[C:2]1[N:7]=[CH:6][C:5]([C:8]([N:10]2[CH2:15][CH2:14][O:13][CH2:12][CH2:11]2)=[O:9])=[CH:4][CH:3]=1.[C:16](=[O:19])([O-])[O-].[Na+].[Na+].[F-].C([N+](CCCC)(CCCC)CCCC)CCC.[C:40]1(C)[CH:45]=[CH:44]C=[CH:42][CH:41]=1, predict the reaction product. The product is: [N:10]1([C:8]([C:5]2[CH2:6][NH:7][C:2]([C:40]3[CH:45]=[CH:44][C:16]([OH:19])=[CH:42][CH:41]=3)=[CH:3][CH:4]=2)=[O:9])[CH2:15][CH2:14][O:13][CH2:12][CH2:11]1. (3) Given the reactants [Cl:1][C:2]1[CH:27]=[C:26]([Cl:28])[CH:25]=[CH:24][C:3]=1[O:4][C:5]1[CH:10]=[CH:9][CH:8]=[CH:7][C:6]=1[NH:11][S:12]([C:15]1[CH:23]=[CH:22][C:18]([C:19](O)=[O:20])=[CH:17][CH:16]=1)(=[O:14])=[O:13].Cl.[CH2:30]([O:32][C:33](=[O:37])[CH2:34][CH2:35][NH2:36])[CH3:31], predict the reaction product. The product is: [CH2:30]([O:32][C:33](=[O:37])[CH2:34][CH2:35][NH:36][C:19](=[O:20])[C:18]1[CH:17]=[CH:16][C:15]([S:12](=[O:14])(=[O:13])[NH:11][C:6]2[CH:7]=[CH:8][CH:9]=[CH:10][C:5]=2[O:4][C:3]2[CH:24]=[CH:25][C:26]([Cl:28])=[CH:27][C:2]=2[Cl:1])=[CH:23][CH:22]=1)[CH3:31]. (4) Given the reactants [CH2:1]([Sn](CCCC)(CCCC)C=C)[CH2:2]CC.Br[C:17]1[C:18]([CH2:28][N:29]2[C:37](=[O:38])[C:36]3[C:31](=[CH:32][CH:33]=[CH:34][CH:35]=3)[C:30]2=[O:39])=[N:19][C:20]2[C:25]([CH:26]=1)=[C:24]([F:27])[CH:23]=[CH:22][CH:21]=2, predict the reaction product. The product is: [F:27][C:24]1[CH:23]=[CH:22][CH:21]=[C:20]2[C:25]=1[CH:26]=[C:17]([CH:1]=[CH2:2])[C:18]([CH2:28][N:29]1[C:37](=[O:38])[C:36]3[C:31](=[CH:32][CH:33]=[CH:34][CH:35]=3)[C:30]1=[O:39])=[N:19]2. (5) Given the reactants [CH2:1]([C:3]1[S:28][C:6]2[N:7]([CH2:13][C:14]3[CH:19]=[CH:18][C:17]([C:20]4[C:21]([C:26]#[N:27])=[CH:22][CH:23]=[CH:24][CH:25]=4)=[CH:16][CH:15]=3)[C:8](=[O:12])[NH:9][C:10](=[O:11])[C:5]=2[CH:4]=1)[CH3:2].Br[CH2:30][C:31]([C:33]1[CH:38]=[CH:37][C:36]([F:39])=[CH:35][CH:34]=1)=[O:32].[H-].[Na+], predict the reaction product. The product is: [CH2:1]([C:3]1[S:28][C:6]2[N:7]([CH2:13][C:14]3[CH:19]=[CH:18][C:17]([C:20]4[C:21]([C:26]#[N:27])=[CH:22][CH:23]=[CH:24][CH:25]=4)=[CH:16][CH:15]=3)[C:8](=[O:12])[N:9]([CH2:30][C:31]([C:33]3[CH:38]=[CH:37][C:36]([F:39])=[CH:35][CH:34]=3)=[O:32])[C:10](=[O:11])[C:5]=2[CH:4]=1)[CH3:2]. (6) Given the reactants C(NC(C)C)(C)C.[Li].C([Li])CCC.[Br:14][C:15]1[CH:16]=[CH:17][C:18]([F:21])=[N:19][CH:20]=1.[CH:22](N1CCCCC1)=[O:23], predict the reaction product. The product is: [Br:14][C:15]1[CH:16]=[C:17]([CH:22]=[O:23])[C:18]([F:21])=[N:19][CH:20]=1.